From a dataset of Forward reaction prediction with 1.9M reactions from USPTO patents (1976-2016). Predict the product of the given reaction. (1) Given the reactants [CH3:1][C:2]1[CH:7]=[CH:6][C:5]([C:8](=O)[CH2:9][C:10](=O)[C:11]([F:14])([F:13])[F:12])=[CH:4][CH:3]=1.[NH2:17][C:18]1[N:19]=[CH:20][NH:21][C:22]=1[C:23]#[N:24], predict the reaction product. The product is: [CH3:1][C:2]1[CH:7]=[CH:6][C:5]([C:8]2[CH:9]=[C:10]([C:11]([F:14])([F:13])[F:12])[N:19]3[CH:20]=[N:21][C:22]([C:23]#[N:24])=[C:18]3[N:17]=2)=[CH:4][CH:3]=1. (2) Given the reactants [C:1]1([P:7]2(=[O:14])[CH2:11][CH2:10][CH2:9][CH:8]2[CH2:12]O)[CH:6]=[CH:5][CH:4]=[CH:3][CH:2]=1, predict the reaction product. The product is: [C:1]1([P:7]2(=[O:14])[CH2:11][CH2:10][CH2:9][C:8]2=[CH2:12])[CH:2]=[CH:3][CH:4]=[CH:5][CH:6]=1.